This data is from Full USPTO retrosynthesis dataset with 1.9M reactions from patents (1976-2016). The task is: Predict the reactants needed to synthesize the given product. (1) Given the product [Cl:1][C:2]1[CH:7]=[CH:6][C:5]([C:8]([F:11])([F:9])[F:10])=[CH:4][C:3]=1[N:12]([CH2:13][C:14]([NH:16][CH2:17][C:18]1[CH:23]=[N:57][CH:56]=[N:55][CH:60]=1)=[O:15])[S:24]([C:27]1[CH:32]=[CH:31][CH:30]=[CH:29][CH:28]=1)(=[O:26])=[O:25], predict the reactants needed to synthesize it. The reactants are: [Cl:1][C:2]1[CH:7]=[CH:6][C:5]([C:8]([F:11])([F:10])[F:9])=[CH:4][C:3]=1[N:12]([S:24]([C:27]1[CH:32]=[CH:31][C:30](C)=[CH:29][CH:28]=1)(=[O:26])=[O:25])[CH2:13][C:14]([NH:16][CH2:17][C:18]1[CH:23]=CN=CC=1)=[O:15].C1(S(Cl)(=O)=O)C=CC=CC=1.CC1C=CC(S(Cl)(=O)=O)=CC=1.[N:55]1[CH:60]=C(NC)C=[N:57][CH:56]=1.NCC1C=CN=CC=1. (2) Given the product [Cl:15][C:16]1[C:17]([C:2]2[CH:3]=[CH:4][CH:5]=[C:6]([NH:8][CH2:9][C:10]3([C:13]#[N:14])[CH2:12][CH2:11]3)[N:7]=2)=[CH:18][C:19]([F:22])=[N:20][CH:21]=1, predict the reactants needed to synthesize it. The reactants are: Br[C:2]1[N:7]=[C:6]([NH:8][CH2:9][C:10]2([C:13]#[N:14])[CH2:12][CH2:11]2)[CH:5]=[CH:4][CH:3]=1.[Cl:15][C:16]1[C:17](B(O)O)=[CH:18][C:19]([F:22])=[N:20][CH:21]=1.C(Cl)Cl.C(=O)([O-])[O-].[Na+].[Na+].